From a dataset of NCI-60 drug combinations with 297,098 pairs across 59 cell lines. Regression. Given two drug SMILES strings and cell line genomic features, predict the synergy score measuring deviation from expected non-interaction effect. (1) Drug 1: CCC1(CC2CC(C3=C(CCN(C2)C1)C4=CC=CC=C4N3)(C5=C(C=C6C(=C5)C78CCN9C7C(C=CC9)(C(C(C8N6C)(C(=O)OC)O)OC(=O)C)CC)OC)C(=O)OC)O.OS(=O)(=O)O. Drug 2: C1=NC(=NC(=O)N1C2C(C(C(O2)CO)O)O)N. Cell line: SK-MEL-5. Synergy scores: CSS=9.62, Synergy_ZIP=-4.29, Synergy_Bliss=3.29, Synergy_Loewe=1.67, Synergy_HSA=2.24. (2) Drug 1: CC12CCC3C(C1CCC2=O)CC(=C)C4=CC(=O)C=CC34C. Drug 2: CC1=C(C(=CC=C1)Cl)NC(=O)C2=CN=C(S2)NC3=CC(=NC(=N3)C)N4CCN(CC4)CCO. Cell line: RXF 393. Synergy scores: CSS=37.2, Synergy_ZIP=-1.77, Synergy_Bliss=2.02, Synergy_Loewe=-5.65, Synergy_HSA=2.78. (3) Drug 1: CC1C(C(=O)NC(C(=O)N2CCCC2C(=O)N(CC(=O)N(C(C(=O)O1)C(C)C)C)C)C(C)C)NC(=O)C3=C4C(=C(C=C3)C)OC5=C(C(=O)C(=C(C5=N4)C(=O)NC6C(OC(=O)C(N(C(=O)CN(C(=O)C7CCCN7C(=O)C(NC6=O)C(C)C)C)C)C(C)C)C)N)C. Cell line: SNB-75. Drug 2: CC1CCC2CC(C(=CC=CC=CC(CC(C(=O)C(C(C(=CC(C(=O)CC(OC(=O)C3CCCCN3C(=O)C(=O)C1(O2)O)C(C)CC4CCC(C(C4)OC)OCCO)C)C)O)OC)C)C)C)OC. Synergy scores: CSS=8.41, Synergy_ZIP=0.825, Synergy_Bliss=2.07, Synergy_Loewe=0.450, Synergy_HSA=0.821. (4) Drug 1: CC12CCC(CC1=CCC3C2CCC4(C3CC=C4C5=CN=CC=C5)C)O. Drug 2: CC12CCC3C(C1CCC2O)C(CC4=C3C=CC(=C4)O)CCCCCCCCCS(=O)CCCC(C(F)(F)F)(F)F. Cell line: HOP-92. Synergy scores: CSS=5.14, Synergy_ZIP=-0.711, Synergy_Bliss=-0.576, Synergy_Loewe=0.482, Synergy_HSA=1.07. (5) Drug 1: CC1OCC2C(O1)C(C(C(O2)OC3C4COC(=O)C4C(C5=CC6=C(C=C35)OCO6)C7=CC(=C(C(=C7)OC)O)OC)O)O. Drug 2: C1CCC(C(C1)N)N.C(=O)(C(=O)[O-])[O-].[Pt+4]. Cell line: CCRF-CEM. Synergy scores: CSS=52.7, Synergy_ZIP=-3.59, Synergy_Bliss=-2.54, Synergy_Loewe=-2.69, Synergy_HSA=0.590. (6) Drug 1: C1=CC(=CC=C1C#N)C(C2=CC=C(C=C2)C#N)N3C=NC=N3. Drug 2: CC1CCC2CC(C(=CC=CC=CC(CC(C(=O)C(C(C(=CC(C(=O)CC(OC(=O)C3CCCCN3C(=O)C(=O)C1(O2)O)C(C)CC4CCC(C(C4)OC)O)C)C)O)OC)C)C)C)OC. Cell line: HT29. Synergy scores: CSS=16.4, Synergy_ZIP=-5.85, Synergy_Bliss=-2.91, Synergy_Loewe=-39.4, Synergy_HSA=-1.62. (7) Drug 2: CCC1=C2CN3C(=CC4=C(C3=O)COC(=O)C4(CC)O)C2=NC5=C1C=C(C=C5)O. Cell line: KM12. Synergy scores: CSS=29.9, Synergy_ZIP=-8.26, Synergy_Bliss=-5.21, Synergy_Loewe=-0.162, Synergy_HSA=0.789. Drug 1: COC1=CC(=CC(=C1O)OC)C2C3C(COC3=O)C(C4=CC5=C(C=C24)OCO5)OC6C(C(C7C(O6)COC(O7)C8=CC=CS8)O)O.